Dataset: Full USPTO retrosynthesis dataset with 1.9M reactions from patents (1976-2016). Task: Predict the reactants needed to synthesize the given product. (1) Given the product [CH:1]([N:4]1[C:9](=[O:10])[CH2:8][N:6]([CH3:7])[C:5]1=[O:12])([CH3:3])[CH3:2], predict the reactants needed to synthesize it. The reactants are: [CH:1]([NH:4][C:5](=[O:12])[N:6]([CH2:8][C:9](O)=[O:10])[CH3:7])([CH3:3])[CH3:2]. (2) Given the product [CH3:63][O:64][CH2:65][CH2:66][O:67][CH2:68][CH2:69][O:41][C:40](=[O:42])[CH2:39][CH2:38][C:37]([NH:36][C:31]1[CH:32]=[CH:33][CH:34]=[CH:35][C:30]=1[NH:29][C:16]1[CH:17]=[CH:18][C:19]([C:20](=[O:28])[C:21]2[CH:26]=[CH:25][CH:24]=[CH:23][C:22]=2[CH3:27])=[C:14]([Cl:13])[CH:15]=1)=[O:43], predict the reactants needed to synthesize it. The reactants are: CCOC(/N=N/C(OCC)=O)=O.[Cl:13][C:14]1[CH:15]=[C:16]([NH:29][C:30]2[CH:35]=[CH:34][CH:33]=[CH:32][C:31]=2[NH:36][C:37](=[O:43])[CH2:38][CH2:39][C:40]([OH:42])=[O:41])[CH:17]=[CH:18][C:19]=1[C:20](=[O:28])[C:21]1[CH:26]=[CH:25][CH:24]=[CH:23][C:22]=1[CH3:27].C1(P(C2C=CC=CC=2)C2C=CC=CC=2)C=CC=CC=1.[CH3:63][O:64][CH2:65][CH2:66][O:67][CH2:68][CH2:69]O. (3) Given the product [C:1]([NH:4][C@@H:5]([CH2:10][S:11][CH2:12][C:13]([N:15]1[CH2:18][C:17]([N+:22]([O-:24])=[O:23])([N+:19]([O-:21])=[O:20])[CH2:16]1)=[O:14])[C:6]([OH:8])=[O:7])(=[O:3])[CH3:2], predict the reactants needed to synthesize it. The reactants are: [C:1]([NH:4][C@@H:5]([CH2:10][S:11][CH2:12][C:13]([N:15]1[CH2:18][C:17]([N+:22]([O-:24])=[O:23])([N+:19]([O-:21])=[O:20])[CH2:16]1)=[O:14])[C:6]([O:8]C)=[O:7])(=[O:3])[CH3:2].[Li+].[OH-].Cl.